Dataset: Forward reaction prediction with 1.9M reactions from USPTO patents (1976-2016). Task: Predict the product of the given reaction. (1) Given the reactants [C:1]([C:3]1[CH:4]=[C:5]([CH:10]=[C:11]([O:13][C:14]([F:17])([F:16])[F:15])[CH:12]=1)[C:6]([O:8]C)=[O:7])#[N:2].C(C1C=C(C=C(OC(C)C)C=1)C(O)=O)#N, predict the reaction product. The product is: [C:1]([C:3]1[CH:4]=[C:5]([CH:10]=[C:11]([O:13][C:14]([F:15])([F:16])[F:17])[CH:12]=1)[C:6]([OH:8])=[O:7])#[N:2]. (2) Given the reactants Cl.CN(C)CCCN=C=NCC.O.ON1C2C=CC=CC=2N=N1.CN1CCOCC1.[C:31]([O:35][C:36]([NH:38][C@H:39]([C:47]([OH:49])=O)[CH2:40][C:41]1[CH:46]=[CH:45][CH:44]=[CH:43][CH:42]=1)=[O:37])([CH3:34])([CH3:33])[CH3:32].[N:50]1[CH:55]=[CH:54][CH:53]=[C:52]([S:56]([NH2:59])(=[O:58])=[O:57])[CH:51]=1, predict the reaction product. The product is: [CH2:40]([CH:39]([NH:38][C:36](=[O:37])[O:35][C:31]([CH3:32])([CH3:33])[CH3:34])[C:47](=[O:49])[NH:59][S:56]([C:52]1[CH:51]=[N:50][CH:55]=[CH:54][CH:53]=1)(=[O:58])=[O:57])[C:41]1[CH:42]=[CH:43][CH:44]=[CH:45][CH:46]=1. (3) Given the reactants [Br:1][C:2]1[NH:10][C:9]2[C:8](=[O:11])[NH:7][CH:6]=[N:5][C:4]=2[C:3]=1[C:12]#[N:13].C(N(C(C)C)CC)(C)C.Br[CH2:24][C:25]#[C:26][CH3:27], predict the reaction product. The product is: [Br:1][C:2]1[N:10]([CH2:24][C:25]#[C:26][CH3:27])[C:9]2[C:8](=[O:11])[NH:7][CH:6]=[N:5][C:4]=2[C:3]=1[C:12]#[N:13]. (4) Given the reactants CC(C)([O-])C.[K+].O[CH:8](S([O-])(=O)=O)[CH2:9][CH2:10][C:11]1[CH:16]=[CH:15][C:14]([C:17]2[CH:22]=[CH:21][CH:20]=[CH:19][CH:18]=2)=[C:13]([CH3:23])[CH:12]=1.[Na+:28].[C:29]([O:33][C:34](=[O:48])[CH2:35][CH:36](P(OCC)(OCC)=O)[C:37]([OH:39])=[O:38])([CH3:32])([CH3:31])[CH3:30].C(O)(=O)CC(CC(O)=O)(C(O)=O)O.[OH-].[Na+].C(=O)(O)[O-].[Na+], predict the reaction product. The product is: [Na+:28].[C:29]([O:33][C:34](=[O:48])[CH2:35]/[C:36](=[CH:8]\[CH2:9][CH2:10][C:11]1[CH:16]=[CH:15][C:14]([C:17]2[CH:22]=[CH:21][CH:20]=[CH:19][CH:18]=2)=[C:13]([CH3:23])[CH:12]=1)/[C:37]([O-:39])=[O:38])([CH3:32])([CH3:30])[CH3:31]. (5) Given the reactants Cl.[CH2:2]([C@@:4]1([NH2:13])[CH2:6][C@H:5]1[C:7]1[CH:12]=[CH:11][CH:10]=[CH:9][CH:8]=1)[CH3:3].[CH3:14][O:15][C:16]1[CH:25]=[CH:24][C:23]2[C:18](=[CH:19][CH:20]=[CH:21][CH:22]=2)[C:17]=1[CH:26]=O, predict the reaction product. The product is: [CH2:2]([C@@:4]1([NH:13][CH2:26][C:17]2[C:18]3[C:23](=[CH:22][CH:21]=[CH:20][CH:19]=3)[CH:24]=[CH:25][C:16]=2[O:15][CH3:14])[CH2:6][C@H:5]1[C:7]1[CH:12]=[CH:11][CH:10]=[CH:9][CH:8]=1)[CH3:3]. (6) Given the reactants Cl[CH2:2][C:3]([O:5][C:6]([CH3:18])([CH2:8][CH2:9][C:10]([O:13][C:14](=[O:17])[CH2:15]Cl)([CH3:12])[CH3:11])[CH3:7])=[O:4].[NH2:19][CH2:20][CH2:21][CH2:22][CH2:23][CH2:24][CH3:25], predict the reaction product. The product is: [CH2:20]([NH:19][CH2:2][C:3]([O:5][C:6]([CH3:18])([CH2:8][CH2:9][C:10]([O:13][C:14](=[O:17])[CH2:15][NH:19][CH2:20][CH2:21][CH2:22][CH2:23][CH2:24][CH3:25])([CH3:12])[CH3:11])[CH3:7])=[O:4])[CH2:21][CH2:22][CH2:23][CH2:24][CH3:25].